This data is from Forward reaction prediction with 1.9M reactions from USPTO patents (1976-2016). The task is: Predict the product of the given reaction. Given the reactants [N:1]1([C:7]([O:9][C:10]([CH3:13])([CH3:12])[CH3:11])=[O:8])[CH2:6][CH2:5][NH:4][CH2:3][CH2:2]1.[C:14](O)(=[O:21])[C:15]1[CH:20]=[CH:19][CH:18]=[CH:17][CH:16]=1.C(Cl)CCl, predict the reaction product. The product is: [C:14]([N:4]1[CH2:5][CH2:6][N:1]([C:7]([O:9][C:10]([CH3:13])([CH3:12])[CH3:11])=[O:8])[CH2:2][CH2:3]1)(=[O:21])[C:15]1[CH:20]=[CH:19][CH:18]=[CH:17][CH:16]=1.